Dataset: Forward reaction prediction with 1.9M reactions from USPTO patents (1976-2016). Task: Predict the product of the given reaction. Given the reactants [CH:1]1([C:4]2[CH:5]=[C:6]([CH3:32])[C:7]([N:10]3[CH2:15][CH2:14][N:13]([C:16]([C:18]4[CH:23]=[CH:22][C:21]([N:24]5[C@H:28]([CH2:29][OH:30])[CH2:27][O:26][C:25]5=[O:31])=[CH:20][CH:19]=4)=[O:17])[CH2:12][CH2:11]3)=[N:8][CH:9]=2)[CH2:3][CH2:2]1.[CH3:33]I, predict the reaction product. The product is: [CH:1]1([C:4]2[CH:5]=[C:6]([CH3:32])[C:7]([N:10]3[CH2:11][CH2:12][N:13]([C:16]([C:18]4[CH:19]=[CH:20][C:21]([N:24]5[C@H:28]([CH2:29][O:30][CH3:33])[CH2:27][O:26][C:25]5=[O:31])=[CH:22][CH:23]=4)=[O:17])[CH2:14][CH2:15]3)=[N:8][CH:9]=2)[CH2:2][CH2:3]1.